This data is from Full USPTO retrosynthesis dataset with 1.9M reactions from patents (1976-2016). The task is: Predict the reactants needed to synthesize the given product. (1) Given the product [CH3:1][O:2][C:3](=[O:12])[NH:4][C:5]1[CH:10]=[CH:9][CH:8]=[C:7]([F:11])[C:6]=1[I:18], predict the reactants needed to synthesize it. The reactants are: [CH3:1][O:2][C:3](=[O:12])[NH:4][C:5]1[CH:10]=[CH:9][CH:8]=[C:7]([F:11])[CH:6]=1.C([Li])(CC)C.[I:18]I. (2) Given the product [Cl:1][C:2]1[CH:9]=[CH:8][C:5]([CH2:6][N:17]2[C:16](=[O:18])[CH:15]=[CH:14][N:13]=[C:12]2[S:11][CH3:10])=[CH:4][CH:3]=1, predict the reactants needed to synthesize it. The reactants are: [Cl:1][C:2]1[CH:9]=[CH:8][C:5]([CH2:6]Br)=[CH:4][CH:3]=1.[CH3:10][S:11][C:12]1[NH:13][CH:14]=[CH:15][C:16](=[O:18])[N:17]=1.CN(C=O)C. (3) Given the product [Cl:7][C:8]1[N:13]=[C:12]([NH2:14])[N:11]=[C:10]2[C:9]=1[N:22]=[C:3]([CH3:4])[N:15]2[CH:16]1[CH2:17][CH2:18][O:19][CH2:20][CH2:21]1, predict the reactants needed to synthesize it. The reactants are: CN(C)[C:3](=O)[CH3:4].[Cl:7][C:8]1[N:13]=[C:12]([NH2:14])[N:11]=[C:10]([NH:15][CH:16]2[CH2:21][CH2:20][O:19][CH2:18][CH2:17]2)[C:9]=1[NH2:22].C(C(CC)(CC)C([O-])([O-])[O-])C.C(=O)(O)[O-].[Na+]. (4) Given the product [Br:17][C:14]1[C:7]([CH2:5][CH3:6])=[C:8]([C:11]([CH2:15][CH3:16])=[CH:12][CH:13]=1)[CH:9]=[O:10], predict the reactants needed to synthesize it. The reactants are: [Cl-].[Cl-].[Cl-].[Al+3].[CH2:5]([C:7]1[CH:14]=[CH:13][CH:12]=[C:11]([CH2:15][CH3:16])[C:8]=1[CH:9]=[O:10])[CH3:6].[Br:17]Br. (5) Given the product [CH:13]1([C:19]([CH3:24])([CH3:23])[C:20]([NH:11][CH2:10][C:9](=[O:12])[C:5]2[CH:6]=[CH:7][CH:8]=[CH:3][CH:4]=2)=[O:21])[CH2:18][CH2:17][CH2:16][CH2:15][CH2:14]1, predict the reactants needed to synthesize it. The reactants are: [Cl-].O[C:3]1[CH:4]=[C:5]([C:9](=[O:12])[CH2:10][NH3+:11])[CH:6]=[CH:7][CH:8]=1.[CH:13]1([C:19]([CH3:24])([CH3:23])[C:20](Cl)=[O:21])[CH2:18][CH2:17][CH2:16][CH2:15][CH2:14]1.C(N(CC)CC)C.